This data is from Forward reaction prediction with 1.9M reactions from USPTO patents (1976-2016). The task is: Predict the product of the given reaction. (1) Given the reactants [N:1]1[C:6]2[O:7][C:8]3[CH:14]=[CH:13][CH:12]=[CH:11][C:9]=3[O:10][C:5]=2[CH:4]=[C:3](/[CH:15]=[CH:16]/[C:17]([O:19][CH2:20][CH3:21])=[O:18])[N:2]=1, predict the reaction product. The product is: [N:1]1[C:6]2[O:7][C:8]3[CH:14]=[CH:13][CH:12]=[CH:11][C:9]=3[O:10][C:5]=2[CH:4]=[C:3]([CH2:15][CH2:16][C:17]([O:19][CH2:20][CH3:21])=[O:18])[N:2]=1. (2) Given the reactants [N+:1]([C:4]1[C:5]([NH2:13])=[N:6][CH:7]=[C:8]([N+:10]([O-:12])=[O:11])[CH:9]=1)([O-:3])=[O:2].Cl[C:15]1[CH:20]=[CH:19][CH:18]=[CH:17][C:16]=1[OH:21].C([O-])(=O)C.[Na+], predict the reaction product. The product is: [N+:1]([C:4]1[C:5]([NH:13][C:15]2[CH:20]=[CH:19][CH:18]=[CH:17][C:16]=2[OH:21])=[N:6][CH:7]=[C:8]([N+:10]([O-:12])=[O:11])[CH:9]=1)([O-:3])=[O:2]. (3) Given the reactants [CH3:1][N:2]([SiH2:15][CH:16]([O:20][CH2:21]C)[O:17][CH2:18]C)[C@H:3]([C:10]([O:12][CH2:13][CH3:14])=[O:11])[CH2:4][C:5]([O:7][CH2:8][CH3:9])=[O:6].CN([Si](OC)(OC)OC)[C@H](C(OCC)=O)CC(OCC)=O, predict the reaction product. The product is: [CH3:1][N:2]([SiH2:15][CH:16]([O:17][CH3:18])[O:20][CH3:21])[C@H:3]([C:10]([O:12][CH2:13][CH3:14])=[O:11])[CH2:4][C:5]([O:7][CH2:8][CH3:9])=[O:6]. (4) The product is: [O:1]=[C:2]1[CH2:3][C:4]2([CH2:7][CH:6]([NH:8][C:9](=[O:15])[O:10][C:11]([CH3:12])([CH3:14])[CH3:13])[CH2:5]2)[CH2:16]1. Given the reactants [OH:1][CH:2]1[CH2:16][C:4]2([CH2:7][CH:6]([NH:8][C:9](=[O:15])[O:10][C:11]([CH3:14])([CH3:13])[CH3:12])[CH2:5]2)[CH2:3]1.CC(OI1(OC(C)=O)(OC(C)=O)OC(=O)C2C=CC=CC1=2)=O.C(=O)(O)[O-].[Na+], predict the reaction product. (5) Given the reactants [Cl:1][C:2]1[C:3]2[C:7]([C:8]([Cl:12])=[C:9]([Cl:11])[CH:10]=1)=[N:6][N:5]([CH2:13][C:14](=O)[CH3:15])[CH:4]=2.[Si](OC(C)[CH2:26][N:27]1C=C2C(C(Cl)=C(Cl)C=C2Cl)=N1)(C(C)(C)C)(C)C.[Si:40]([O:47][CH:48]([CH3:64])[CH2:49][NH:50][CH2:51][C:52]1[C:57]([Cl:58])=[CH:56][C:55]([Cl:59])=[C:54]([Cl:60])[C:53]=1[N+:61]([O-:63])=[O:62])([C:43]([CH3:46])([CH3:45])[CH3:44])([CH3:42])[CH3:41].[N+](C1C(Cl)=C(Cl)C=C(Cl)C=1C=O)([O-])=O, predict the reaction product. The product is: [NH2:50][C:14]([CH3:15])([CH2:13][N:5]1[CH:4]=[C:3]2[C:7]([C:8]([Cl:12])=[C:9]([Cl:11])[CH:10]=[C:2]2[Cl:1])=[N:6]1)[C:26]#[N:27].[Cl:58][C:57]1[C:52]2[C:53]([C:54]([Cl:60])=[C:55]([Cl:59])[CH:56]=1)=[N:61][N:50]([CH2:49][C:48](=[O:47])[CH3:64])[CH:51]=2.[Si:40]([O:47][CH:48]([CH3:64])[CH2:49][NH:50][CH2:51][C:52]1[C:57]([Cl:58])=[CH:56][C:55]([Cl:59])=[C:54]([Cl:60])[C:53]=1[N+:61]([O-:63])=[O:62])([C:43]([CH3:46])([CH3:45])[CH3:44])([CH3:42])[CH3:41]. (6) Given the reactants F[C:2]1[C:12]([F:13])=[CH:11][C:10]([I:14])=[CH:9][C:3]=1[C:4]([N:6]([CH3:8])[CH3:7])=[O:5].[NH2:15][CH2:16][C:17]1[CH:22]=[CH:21][N:20]=[CH:19][CH:18]=1.C(N(C(C)C)CC)(C)C, predict the reaction product. The product is: [F:13][C:12]1[C:2]([NH:15][CH2:16][C:17]2[CH:22]=[CH:21][N:20]=[CH:19][CH:18]=2)=[C:3]([CH:9]=[C:10]([I:14])[CH:11]=1)[C:4]([N:6]([CH3:8])[CH3:7])=[O:5]. (7) Given the reactants [Cl:1][C:2]1[CH:7]=[CH:6][C:5]([CH2:8][C:9]([OH:11])=O)=[CH:4][C:3]=1[C:12]([F:15])([F:14])[F:13].F[P-](F)(F)(F)(F)F.C[N+](C)=C(N(C)C)ON1C2N=CC=CC=2N=N1.C(N(CC)C(C)C)(C)C.[NH2:49][C:50]1[CH:59]=[CH:58][CH:57]=[C:56]2[C:51]=1[CH:52]=[CH:53][N:54]([CH:61]1[CH:65]([OH:66])[CH2:64][N:63](C(OC(C)(C)C)=O)[CH2:62]1)[C:55]2=[O:60], predict the reaction product. The product is: [ClH:1].[Cl:1][C:2]1[CH:7]=[CH:6][C:5]([CH2:8][C:9]([NH:49][C:50]2[CH:59]=[CH:58][CH:57]=[C:56]3[C:51]=2[CH:52]=[CH:53][N:54]([CH:61]2[CH:65]([OH:66])[CH2:64][NH:63][CH2:62]2)[C:55]3=[O:60])=[O:11])=[CH:4][C:3]=1[C:12]([F:15])([F:14])[F:13]. (8) The product is: [F:8][C:5]1[CH:6]=[CH:7][C:2]([O:9][CH2:10][C:11]2[CH:18]=[CH:17][C:14]([C:15]#[N:16])=[CH:13][CH:12]=2)=[N:3][CH:4]=1. Given the reactants Br[C:2]1[CH:7]=[CH:6][C:5]([F:8])=[CH:4][N:3]=1.[OH:9][CH2:10][C:11]1[CH:18]=[CH:17][C:14]([C:15]#[N:16])=[CH:13][CH:12]=1.[H-].[Na+], predict the reaction product. (9) Given the reactants [C:1]([O:5][C:6]([N:8]1[CH2:13][CH2:12][C:11]([CH2:17][C:18]#[N:19])([C:14](O)=[O:15])[CH2:10][CH2:9]1)=[O:7])([CH3:4])([CH3:3])[CH3:2].C(N(CC)CC)C.ClC(OCC)=O.[BH4-].[Na+], predict the reaction product. The product is: [C:18]([CH2:17][C:11]1([CH2:14][OH:15])[CH2:12][CH2:13][N:8]([C:6]([O:5][C:1]([CH3:2])([CH3:4])[CH3:3])=[O:7])[CH2:9][CH2:10]1)#[N:19]. (10) Given the reactants [N:1]1[CH:6]=[CH:5][CH:4]=[CH:3][C:2]=1[C:7]1[N:11]=[C:10]([C:12]2[CH:13]=[N:14][CH:15]=[CH:16][CH:17]=2)[N:9]([C:18]2[CH:23]=[CH:22][C:21]([NH:24][C:25]3[C:30]([NH2:31])=[CH:29][CH:28]=[CH:27][N:26]=3)=[CH:20][CH:19]=2)[N:8]=1.[C:32](O)(=[O:35])CC.COC(OC)(OC)OC, predict the reaction product. The product is: [N:1]1[CH:6]=[CH:5][CH:4]=[CH:3][C:2]=1[C:7]1[N:11]=[C:10]([C:12]2[CH:13]=[N:14][CH:15]=[CH:16][CH:17]=2)[N:9]([C:18]2[CH:19]=[CH:20][C:21]([N:24]3[C:25]4=[N:26][CH:27]=[CH:28][CH:29]=[C:30]4[NH:31][C:32]3=[O:35])=[CH:22][CH:23]=2)[N:8]=1.